From a dataset of Catalyst prediction with 721,799 reactions and 888 catalyst types from USPTO. Predict which catalyst facilitates the given reaction. (1) Reactant: [CH3:1][O:2][C:3]1[CH:8]=[CH:7][C:6]([C:9]2[N:10]=[C:11]([CH:22]3[CH2:27][CH2:26][N:25]([C:28](=[O:38])[N:29]([OH:37])[CH2:30][CH2:31][C:32]([O:34]CC)=[O:33])[CH2:24][CH2:23]3)[O:12][C:13]=2[C:14]2[CH:19]=[CH:18][C:17]([O:20][CH3:21])=[CH:16][CH:15]=2)=[CH:5][CH:4]=1.O.[OH-].[Li+]. Product: [CH3:1][O:2][C:3]1[CH:8]=[CH:7][C:6]([C:9]2[N:10]=[C:11]([CH:22]3[CH2:23][CH2:24][N:25]([C:28](=[O:38])[N:29]([OH:37])[CH2:30][CH2:31][C:32]([OH:34])=[O:33])[CH2:26][CH2:27]3)[O:12][C:13]=2[C:14]2[CH:15]=[CH:16][C:17]([O:20][CH3:21])=[CH:18][CH:19]=2)=[CH:5][CH:4]=1. The catalyst class is: 5. (2) Reactant: [CH3:1][O:2][C:3](=[O:11])[C:4]1[CH:9]=[CH:8][CH:7]=[C:6]([OH:10])[CH:5]=1.C1N2CN3CN(C2)CN1C3.O.[C:23]([O-])([O-])=[O:24].[K+].[K+]. Product: [CH:23]([C:5]1[C:6]([OH:10])=[CH:7][CH:8]=[CH:9][C:4]=1[C:3]([O:2][CH3:1])=[O:11])=[O:24]. The catalyst class is: 67.